This data is from Forward reaction prediction with 1.9M reactions from USPTO patents (1976-2016). The task is: Predict the product of the given reaction. Given the reactants [OH-].[Na+].[C:3]([NH:6][C:7]([CH2:18][C:19]1[CH:20]=[N:21][CH:22]=[CH:23][CH:24]=1)(C(OCC)=O)[C:8]([O:10][CH2:11][CH3:12])=[O:9])(=[O:5])[CH3:4].Cl, predict the reaction product. The product is: [C:3]([NH:6][CH:7]([CH2:18][C:19]1[CH:20]=[N:21][CH:22]=[CH:23][CH:24]=1)[C:8]([O:10][CH2:11][CH3:12])=[O:9])(=[O:5])[CH3:4].